Regression. Given two drug SMILES strings and cell line genomic features, predict the synergy score measuring deviation from expected non-interaction effect. From a dataset of NCI-60 drug combinations with 297,098 pairs across 59 cell lines. (1) Drug 1: CC1=CC=C(C=C1)C2=CC(=NN2C3=CC=C(C=C3)S(=O)(=O)N)C(F)(F)F. Drug 2: CC1C(C(CC(O1)OC2CC(CC3=C2C(=C4C(=C3O)C(=O)C5=CC=CC=C5C4=O)O)(C(=O)C)O)N)O. Cell line: K-562. Synergy scores: CSS=38.8, Synergy_ZIP=-6.28, Synergy_Bliss=-3.31, Synergy_Loewe=-18.4, Synergy_HSA=-0.777. (2) Drug 1: CC1=C2C(C(=O)C3(C(CC4C(C3C(C(C2(C)C)(CC1OC(=O)C(C(C5=CC=CC=C5)NC(=O)OC(C)(C)C)O)O)OC(=O)C6=CC=CC=C6)(CO4)OC(=O)C)OC)C)OC. Drug 2: C1C(C(OC1N2C=NC3=C(N=C(N=C32)Cl)N)CO)O. Cell line: MALME-3M. Synergy scores: CSS=17.2, Synergy_ZIP=-2.11, Synergy_Bliss=-3.28, Synergy_Loewe=-10.6, Synergy_HSA=-3.18. (3) Drug 1: CC12CCC(CC1=CCC3C2CCC4(C3CC=C4C5=CN=CC=C5)C)O. Drug 2: CC12CCC3C(C1CCC2O)C(CC4=C3C=CC(=C4)O)CCCCCCCCCS(=O)CCCC(C(F)(F)F)(F)F. Cell line: SK-MEL-5. Synergy scores: CSS=-1.65, Synergy_ZIP=-0.167, Synergy_Bliss=-0.691, Synergy_Loewe=-2.64, Synergy_HSA=-2.67. (4) Drug 1: C1CNP(=O)(OC1)N(CCCl)CCCl. Drug 2: B(C(CC(C)C)NC(=O)C(CC1=CC=CC=C1)NC(=O)C2=NC=CN=C2)(O)O. Cell line: OVCAR-4. Synergy scores: CSS=50.3, Synergy_ZIP=0.525, Synergy_Bliss=0.640, Synergy_Loewe=-63.9, Synergy_HSA=-0.363. (5) Synergy scores: CSS=4.46, Synergy_ZIP=-0.951, Synergy_Bliss=0.0665, Synergy_Loewe=-1.17, Synergy_HSA=-0.105. Cell line: SNB-75. Drug 2: CC1CCC2CC(C(=CC=CC=CC(CC(C(=O)C(C(C(=CC(C(=O)CC(OC(=O)C3CCCCN3C(=O)C(=O)C1(O2)O)C(C)CC4CCC(C(C4)OC)OCCO)C)C)O)OC)C)C)C)OC. Drug 1: CC1CCC2CC(C(=CC=CC=CC(CC(C(=O)C(C(C(=CC(C(=O)CC(OC(=O)C3CCCCN3C(=O)C(=O)C1(O2)O)C(C)CC4CCC(C(C4)OC)O)C)C)O)OC)C)C)C)OC. (6) Drug 1: CC1=C2C(C(=O)C3(C(CC4C(C3C(C(C2(C)C)(CC1OC(=O)C(C(C5=CC=CC=C5)NC(=O)C6=CC=CC=C6)O)O)OC(=O)C7=CC=CC=C7)(CO4)OC(=O)C)O)C)OC(=O)C. Drug 2: C1CN1C2=NC(=NC(=N2)N3CC3)N4CC4. Cell line: CAKI-1. Synergy scores: CSS=59.7, Synergy_ZIP=-2.92, Synergy_Bliss=-3.47, Synergy_Loewe=1.22, Synergy_HSA=1.51.